This data is from Forward reaction prediction with 1.9M reactions from USPTO patents (1976-2016). The task is: Predict the product of the given reaction. Given the reactants [CH:1]([C:3]1[CH2:4][CH:5]([NH:8][C:9](=[O:15])[O:10][C:11]([CH3:14])([CH3:13])[CH3:12])[CH2:6][CH:7]=1)=O.[N:16]1([CH2:21][CH2:22][CH2:23][NH2:24])[CH:20]=[CH:19][N:18]=[CH:17]1.S([CH2:35][N+:36]#[C-:37])(C1C=CC(C)=CC=1)(=O)=O.C1CCN2C(=NCCC2)CC1, predict the reaction product. The product is: [N:16]1([CH2:21][CH2:22][CH2:23][N:24]2[C:1]([C:3]3[CH2:4][CH:5]([NH:8][C:9](=[O:15])[O:10][C:11]([CH3:14])([CH3:13])[CH3:12])[CH2:6][CH:7]=3)=[CH:37][N:36]=[CH:35]2)[CH:20]=[CH:19][N:18]=[CH:17]1.